This data is from Ames mutagenicity test results for genotoxicity prediction. The task is: Regression/Classification. Given a drug SMILES string, predict its toxicity properties. Task type varies by dataset: regression for continuous values (e.g., LD50, hERG inhibition percentage) or binary classification for toxic/non-toxic outcomes (e.g., AMES mutagenicity, cardiotoxicity, hepatotoxicity). Dataset: ames. (1) The result is 1 (mutagenic). The drug is CC(C)OC(=O)/C=C/c1ccc([N+](=O)[O-])o1. (2) The molecule is O=[N+]([O-])c1ccc2ccc3cc4c(c5ccc1c2c35)C=CCC4. The result is 1 (mutagenic). (3) The molecule is CC(=O)OC(C(=O)c1ccccc1)c1ccccc1. The result is 0 (non-mutagenic).